Dataset: Catalyst prediction with 721,799 reactions and 888 catalyst types from USPTO. Task: Predict which catalyst facilitates the given reaction. Reactant: [F-].C([N+](CCCC)(CCCC)CCCC)CCC.[Si]([O:26][CH2:27][C@H:28]([O:30][CH2:31][C@H:32]([O:43][C:44]1[N:49]=[CH:48][N:47]=[C:46]2[N:50]([C:53]3[C:58]([Cl:59])=[CH:57][CH:56]=[CH:55][N:54]=3)[N:51]=[CH:52][C:45]=12)[C:33]([NH:35][C:36]1[CH:41]=[CH:40][C:39]([Cl:42])=[CH:38][N:37]=1)=[O:34])[CH3:29])(C(C)(C)C)(C)C. Product: [Cl:42][C:39]1[CH:40]=[CH:41][C:36]([NH:35][C:33](=[O:34])[C@@H:32]([O:43][C:44]2[N:49]=[CH:48][N:47]=[C:46]3[N:50]([C:53]4[C:58]([Cl:59])=[CH:57][CH:56]=[CH:55][N:54]=4)[N:51]=[CH:52][C:45]=23)[CH2:31][O:30][C@H:28]([CH3:29])[CH2:27][OH:26])=[N:37][CH:38]=1. The catalyst class is: 1.